From a dataset of Full USPTO retrosynthesis dataset with 1.9M reactions from patents (1976-2016). Predict the reactants needed to synthesize the given product. (1) Given the product [CH2:36]([NH:40][C:33]([CH:31]1[CH2:30][C:29]([C:2]2[CH:3]=[C:4]([Cl:15])[C:5]([CH2:6][N:7]3[CH2:11][CH2:10][CH2:9][CH2:8]3)=[CH:12][C:13]=2[F:14])([OH:28])[CH2:32]1)=[O:35])[CH:37]([CH3:39])[CH3:38], predict the reactants needed to synthesize it. The reactants are: Br[C:2]1[C:13]([F:14])=[CH:12][C:5]([CH2:6][N:7]2[CH2:11][CH2:10][CH2:9][CH2:8]2)=[C:4]([Cl:15])[CH:3]=1.CC(C)=O.C(=O)=O.[Li]CCCC.[O:28]=[C:29]1[CH2:32][CH:31]([C:33]([OH:35])=O)[CH2:30]1.[CH2:36]([NH2:40])[CH:37]([CH3:39])[CH3:38].C(P1(=O)OP(=O)(CCC)OP(=O)(CCC)O1)CC. (2) Given the product [F:11][C:12]1[CH:18]=[C:17]([I:19])[CH:16]=[CH:15][C:13]=1[NH:14][C:21]1[C:22]([N+:30]([O-:32])=[O:31])=[C:23]([F:29])[CH:24]=[C:25]([F:28])[C:26]=1[F:27], predict the reactants needed to synthesize it. The reactants are: C[Si](C)(C)[N-][Si](C)(C)C.[Li+].[F:11][C:12]1[CH:18]=[C:17]([I:19])[CH:16]=[CH:15][C:13]=1[NH2:14].F[C:21]1[C:26]([F:27])=[C:25]([F:28])[CH:24]=[C:23]([F:29])[C:22]=1[N+:30]([O-:32])=[O:31].C(OCC)(=O)C. (3) Given the product [CH3:33][O:32]/[CH:31]=[C:26](/[C:27]([O:29][CH3:30])=[O:28])\[C:21]1[C:20]([O:19][C:15]2[CH:14]=[C:13]([O:1][C:2]3[C:3]([C:4]#[N:5])=[CH:6][CH:7]=[CH:8][CH:9]=3)[N:18]=[CH:17][N:16]=2)=[CH:25][CH:24]=[CH:23][CH:22]=1, predict the reactants needed to synthesize it. The reactants are: [OH:1][C:2]1[CH:9]=[CH:8][CH:7]=[CH:6][C:3]=1[C:4]#[N:5].[OH-].[K+].Cl[C:13]1[N:18]=[CH:17][N:16]=[C:15]([O:19][C:20]2[CH:25]=[CH:24][CH:23]=[CH:22][C:21]=2/[C:26](=[CH:31]\[O:32][CH3:33])/[C:27]([O:29][CH3:30])=[O:28])[CH:14]=1.C(OC(=O)C)CCC. (4) Given the product [CH3:1][C@H:2]1[O:7][C@@H:6]([O:8][C@H:9]2[C@@H:14]([OH:15])[CH2:13][C@H:12]([O:16][C@H:17]3[C@@H:22]([OH:23])[CH2:21][C@H:20]([O:24][C@@H:25]4[CH2:30][C@H:29]5[CH2:31][CH2:32][C@H:33]6[C@@:38]7([OH:48])[CH2:39][CH2:40][C@H:41]([C:42]8[CH2:47][O:46][C:44](=[O:45])[CH:43]=8)[C@@:37]7([CH3:49])[C@H:36]([OH:50])[CH2:35][C@@H:34]6[C@@:28]5([CH3:51])[CH2:27][CH2:26]4)[O:19][C@@H:18]3[CH3:52])[O:11][C@@H:10]2[CH3:53])[CH2:5][C@H:4]([OH:54])[C@@H:3]1[OH:55].[O-:63][S:60]([C:59]([F:72])([F:71])[F:58])(=[O:62])=[O:61], predict the reactants needed to synthesize it. The reactants are: [CH3:1][C@H:2]1[O:7][C@@H:6]([O:8][C@H:9]2[C@@H:14]([OH:15])[CH2:13][C@H:12]([O:16][C@H:17]3[C@@H:22]([OH:23])[CH2:21][C@H:20]([O:24][C@@H:25]4[CH2:30][C@H:29]5[CH2:31][CH2:32][C@H:33]6[C@@:38]7([OH:48])[CH2:39][CH2:40][C@H:41]([C:42]8[CH2:47][O:46][C:44](=[O:45])[CH:43]=8)[C@@:37]7([CH3:49])[C@H:36]([OH:50])[CH2:35][C@@H:34]6[C@@:28]5([CH3:51])[CH2:27][CH2:26]4)[O:19][C@@H:18]3[CH3:52])[O:11][C@@H:10]2[CH3:53])[CH2:5][C@H:4]([OH:54])[C@@H:3]1[OH:55].[H-].[Na+].[F:58][C:59]([F:72])([F:71])[S:60]([O:63]S(C(F)(F)F)(=O)=O)(=[O:62])=[O:61].Cl. (5) Given the product [C:9]([O:13][C:14]([N:16]1[CH2:21][CH2:20][CH:19]([S:5][CH2:4][C:3]([O:7][CH3:8])=[O:6])[CH2:18][CH2:17]1)=[O:15])([CH3:12])([CH3:10])[CH3:11], predict the reactants needed to synthesize it. The reactants are: [H-].[Na+].[C:3]([O:7][CH3:8])(=[O:6])[CH2:4][SH:5].[C:9]([O:13][C:14]([N:16]1[CH2:21][CH2:20][CH:19](S(C)(=O)=O)[CH2:18][CH2:17]1)=[O:15])([CH3:12])([CH3:11])[CH3:10]. (6) Given the product [CH:1]1([C:7]2[NH:8][CH:9]=[C:10]([C:12](=[O:13])[CH3:18])[N:11]=2)[CH2:2][CH2:3][CH2:4][CH2:5][CH2:6]1, predict the reactants needed to synthesize it. The reactants are: [CH:1]1([C:7]2[NH:8][CH:9]=[C:10]([C:12](N(OC)C)=[O:13])[N:11]=2)[CH2:6][CH2:5][CH2:4][CH2:3][CH2:2]1.[CH2:18](OCC)C.C[Mg]Br.C(=O)([O-])O.[Na+]. (7) Given the product [F:2][CH:3]([F:20])[O:4][C:5]1[N:9]([CH3:10])[N:8]=[C:7]([C:11]([F:14])([F:13])[F:12])[C:6]=1[CH2:15][S:16][C:17]1[CH2:37][C:36]([CH3:39])([CH3:38])[O:35][N:18]=1, predict the reactants needed to synthesize it. The reactants are: Br.[F:2][CH:3]([F:20])[O:4][C:5]1[N:9]([CH3:10])[N:8]=[C:7]([C:11]([F:14])([F:13])[F:12])[C:6]=1[CH2:15][S:16][C:17](=N)[NH2:18].C(=O)([O-])[O-].[K+].[K+].O.C(S(C1[CH2:37][C:36]([CH3:39])([CH3:38])[O:35]N=1)(=O)=O)C. (8) Given the product [CH3:2][O:3][C:4]1[C:16]2[O:15][C:10]3([CH2:11][CH2:12][CH2:13][CH2:14]3)[CH2:9][C:8]=2[C:7]([C:17]2[C:18]([CH3:30])([CH3:29])[C:19](=[O:28])[N:20]([CH:22]3[CH2:27][CH2:26][N:25]([S:38]([C:34]4[CH:35]=[CH:36][CH:37]=[C:32]([CH3:31])[CH:33]=4)(=[O:40])=[O:39])[CH2:24][CH2:23]3)[N:21]=2)=[CH:6][CH:5]=1, predict the reactants needed to synthesize it. The reactants are: Cl.[CH3:2][O:3][C:4]1[C:16]2[O:15][C:10]3([CH2:14][CH2:13][CH2:12][CH2:11]3)[CH2:9][C:8]=2[C:7]([C:17]2[C:18]([CH3:30])([CH3:29])[C:19](=[O:28])[N:20]([CH:22]3[CH2:27][CH2:26][NH:25][CH2:24][CH2:23]3)[N:21]=2)=[CH:6][CH:5]=1.[CH3:31][C:32]1[CH:33]=[C:34]([S:38](Cl)(=[O:40])=[O:39])[CH:35]=[CH:36][CH:37]=1.